Dataset: Catalyst prediction with 721,799 reactions and 888 catalyst types from USPTO. Task: Predict which catalyst facilitates the given reaction. (1) Reactant: [CH2:1]([O:3][C:4]([C:6]1[C:14]2[C:9](=[CH:10][CH:11]=[CH:12][CH:13]=2)[NH:8][C:7]=1[CH3:15])=[O:5])[CH3:2].[CH3:16]I.[H-].[Na+]. Product: [CH2:1]([O:3][C:4]([C:6]1[C:14]2[C:9](=[CH:10][CH:11]=[CH:12][CH:13]=2)[N:8]([CH3:16])[C:7]=1[CH3:15])=[O:5])[CH3:2]. The catalyst class is: 3. (2) Reactant: [B:1]([OH:28])([OH:27])[C@@H:2]([NH:7][C:8]([C@@H:10]([NH:18][C:19]([C:21]1[CH:22]=[N:23][CH:24]=[CH:25][N:26]=1)=[O:20])[CH2:11][C:12]1[CH:13]=[CH:14][CH:15]=[CH:16][CH:17]=1)=[O:9])[CH2:3][CH:4]([CH3:6])[CH3:5].[C:29]([C@H:32]([C@@H:34]([C:36]([O-:38])=[O:37])[OH:35])[OH:33])([O-:31])=[O:30]. Product: [B:1]([OH:28])([OH:27])[C@@H:2]([NH:7][C:8]([C@@H:10]([NH:18][C:19]([C:21]1[CH:22]=[N:23][CH:24]=[CH:25][N:26]=1)=[O:20])[CH2:11][C:12]1[CH:17]=[CH:16][CH:15]=[CH:14][CH:13]=1)=[O:9])[CH2:3][CH:4]([CH3:6])[CH3:5].[C:29]([CH:32]([CH:34]([C:36]([O-:38])=[O:37])[OH:35])[OH:33])([O-:31])=[O:30]. The catalyst class is: 16. (3) Reactant: [NH2:1][C:2]1[C:3]2[N:4]([CH:28]=[CH:29][N:30]=2)[CH:5]=[C:6]([C:8]2[C:9]([CH3:27])=[C:10]([NH:14][C:15](=[O:26])[C:16]3[CH:21]=[CH:20][C:19]([C:22]([CH3:25])([CH3:24])[CH3:23])=[CH:18][CH:17]=3)[CH:11]=[CH:12][CH:13]=2)[CH:7]=1.C(N(C(C)C)CC)(C)C.[C:40](Cl)(=[O:42])[CH3:41]. Product: [C:40]([NH:1][C:2]1[C:3]2[N:4]([CH:28]=[CH:29][N:30]=2)[CH:5]=[C:6]([C:8]2[C:9]([CH3:27])=[C:10]([NH:14][C:15](=[O:26])[C:16]3[CH:21]=[CH:20][C:19]([C:22]([CH3:25])([CH3:23])[CH3:24])=[CH:18][CH:17]=3)[CH:11]=[CH:12][CH:13]=2)[CH:7]=1)(=[O:42])[CH3:41]. The catalyst class is: 4. (4) Reactant: [CH2:1]([O:3][C:4](=[O:17])[C:5]([CH3:16])([CH3:15])[CH2:6][N:7](C)[C:8](=O)C(F)(F)F)[CH3:2]. Product: [CH2:1]([O:3][C:4](=[O:17])[C:5]([CH3:16])([CH3:15])[CH2:6][NH:7][CH3:8])[CH3:2]. The catalyst class is: 547. (5) Reactant: O=[C:2]1[CH2:7][CH2:6][N:5]([C:8]([O:10][C:11]([CH3:14])([CH3:13])[CH3:12])=[O:9])[CH2:4][CH:3]1[NH:15][C:16](=O)[C:17]1[CH:22]=[CH:21][C:20]([C:23]([F:26])([F:25])[F:24])=[CH:19][CH:18]=1.COC1C=CC(P2(SP(C3C=CC(OC)=CC=3)(=S)S2)=[S:37])=CC=1. Product: [F:24][C:23]([F:26])([F:25])[C:20]1[CH:21]=[CH:22][C:17]([C:16]2[S:37][C:2]3[CH2:7][CH2:6][N:5]([C:8]([O:10][C:11]([CH3:14])([CH3:13])[CH3:12])=[O:9])[CH2:4][C:3]=3[N:15]=2)=[CH:18][CH:19]=1. The catalyst class is: 11. (6) Reactant: [Br:1][C:2]1[CH:7]=[CH:6][C:5]([S:8](F)(=[O:10])=[O:9])=[C:4]([F:12])[CH:3]=1.C1COCC1.CN([S+](N(C)C)N(C)C)C.C[Si-](F)(F)(C)C.C[Si]([C:38]([F:41])([F:40])[F:39])(C)C. Product: [Br:1][C:2]1[CH:7]=[CH:6][C:5]([S:8]([C:38]([F:41])([F:40])[F:39])(=[O:10])=[O:9])=[C:4]([F:12])[CH:3]=1. The catalyst class is: 6. (7) The catalyst class is: 3. Product: [N+:1]([C:4]1[C:5]([NH:15][C:35]([C:34]2[CH:38]=[CH:39][C:31]([N:28]3[CH2:29][CH2:30][N:25]([C:23]([O:22][C:18]([CH3:21])([CH3:20])[CH3:19])=[O:24])[CH2:26][CH2:27]3)=[N:32][CH:33]=2)=[O:36])=[N:6][N:7]([C:9]2[CH:14]=[CH:13][CH:12]=[CH:11][CH:10]=2)[CH:8]=1)([O-:3])=[O:2]. Reactant: [N+:1]([C:4]1[C:5]([NH2:15])=[N:6][N:7]([C:9]2[CH:14]=[CH:13][CH:12]=[CH:11][CH:10]=2)[CH:8]=1)([O-:3])=[O:2].[H-].[Na+].[C:18]([O:22][C:23]([N:25]1[CH2:30][CH2:29][N:28]([C:31]2[CH:39]=[CH:38][C:34]([C:35](O)=[O:36])=[CH:33][N:32]=2)[CH2:27][CH2:26]1)=[O:24])([CH3:21])([CH3:20])[CH3:19].F[P-](F)(F)(F)(F)F.N1(O[P+](C(C)C)(C(C)C)C(C)C)C2C=CC=CC=2N=N1.F[P-](F)(F)(F)(F)F.N1(O[P+](N(C)C)(N(C)C)N(C)C)C2C=CC=CC=2N=N1.[N+](C1C=CNN=1)([O-])=O.[H-].[Na+]. (8) Reactant: [OH:1][C:2]1[CH:6]=[C:5]([CH:7]2[CH2:12][CH2:11][N:10]([C:13]([O:15][C:16]([CH3:19])([CH3:18])[CH3:17])=[O:14])[CH2:9][CH2:8]2)[O:4][N:3]=1.[C:20]1(C)[C:21]([S:26](Cl)(=[O:28])=[O:27])=[CH:22][CH:23]=[CH:24][CH:25]=1.[CH2:31](N(CC)CC)C. Product: [CH3:31][C:24]1[CH:25]=[CH:20][C:21]([S:26]([O:1][C:2]2[CH:6]=[C:5]([CH:7]3[CH2:12][CH2:11][N:10]([C:13]([O:15][C:16]([CH3:19])([CH3:18])[CH3:17])=[O:14])[CH2:9][CH2:8]3)[O:4][N:3]=2)(=[O:27])=[O:28])=[CH:22][CH:23]=1. The catalyst class is: 1. (9) Reactant: [CH:1]([C:4]1[CH:5]=[CH:6][C:7]([O:39][CH3:40])=[C:8]([C:10]2[CH:15]=[CH:14][C:13]([C:16]([F:19])([F:18])[F:17])=[CH:12][C:11]=2[CH2:20][NH:21][C:22]2[N:27]=[CH:26][C:25]([O:28][CH2:29][CH2:30][CH2:31][C:32]([O:34][C:35]([CH3:38])([CH3:37])[CH3:36])=[O:33])=[CH:24][N:23]=2)[CH:9]=1)([CH3:3])[CH3:2].[Cl:41][C:42]1[CH:47]=[C:46]([CH2:48]Cl)[CH:45]=[C:44]([Cl:50])[CH:43]=1.[H-].[Na+]. Product: [Cl:41][C:42]1[CH:47]=[C:46]([CH:45]=[C:44]([Cl:50])[CH:43]=1)[CH2:48][N:21]([CH2:20][C:11]1[CH:12]=[C:13]([C:16]([F:19])([F:17])[F:18])[CH:14]=[CH:15][C:10]=1[C:8]1[CH:9]=[C:4]([CH:1]([CH3:3])[CH3:2])[CH:5]=[CH:6][C:7]=1[O:39][CH3:40])[C:22]1[N:23]=[CH:24][C:25]([O:28][CH2:29][CH2:30][CH2:31][C:32]([O:34][C:35]([CH3:38])([CH3:37])[CH3:36])=[O:33])=[CH:26][N:27]=1. The catalyst class is: 391. (10) Reactant: [Cl:1][C:2]1[CH:16]=[C:15]([O:17][CH2:18][CH:19]=[C:20]([Cl:22])[Cl:21])[CH:14]=[C:13]([Cl:23])[C:3]=1[O:4][CH2:5][CH2:6][CH2:7][O:8]S(C)(=O)=O.O[C:25]1[CH:32]=[CH:31][C:28]([C:29]#[N:30])=[CH:27][CH:26]=1.C(=O)([O-])[O-].[K+].[K+]. Product: [Cl:1][C:2]1[CH:16]=[C:15]([O:17][CH2:18][CH:19]=[C:20]([Cl:22])[Cl:21])[CH:14]=[C:13]([Cl:23])[C:3]=1[O:4][CH2:5][CH2:6][CH2:7][O:8][C:25]1[CH:32]=[CH:31][C:28]([C:29]#[N:30])=[CH:27][CH:26]=1. The catalyst class is: 9.